Task: Predict which catalyst facilitates the given reaction.. Dataset: Catalyst prediction with 721,799 reactions and 888 catalyst types from USPTO (1) Reactant: [NH2:1][C:2](=[N:4][C:5]1[S:6][C:7]([C:11]2[CH:16]=[CH:15][C:14]([NH:17][CH2:18][CH:19]3[CH2:24][CH2:23][N:22](C(OCC4C=CC=CC=4)=O)[CH2:21][CH2:20]3)=[CH:13][CH:12]=2)=[C:8]([CH3:10])[N:9]=1)[NH2:3].C[Si](I)(C)C. Product: [CH2:7]([N:17]([CH2:18][CH:19]1[CH2:24][CH2:23][NH:22][CH2:21][CH2:20]1)[C:14]1[CH:15]=[CH:16][C:11]([C:7]2[S:6][C:5]([N:4]=[C:2]([NH2:3])[NH2:1])=[N:9][C:8]=2[CH3:10])=[CH:12][CH:13]=1)[C:11]1[CH:16]=[CH:15][CH:14]=[CH:13][CH:12]=1. The catalyst class is: 10. (2) Reactant: [OH:1][C:2]1[CH:10]=[CH:9][CH:8]=[C:7]2[C:3]=1[CH:4]=[CH:5][NH:6]2.O[CH:12]1[CH2:16][CH2:15][N:14]([C:17]([O:19][C:20]([CH3:23])([CH3:22])[CH3:21])=[O:18])[CH2:13]1.C1(P(C2C=CC=CC=2)C2C=CC=CC=2)C=CC=CC=1.N(C(OCC)=O)=NC(OCC)=O. Product: [NH:6]1[C:7]2[C:3](=[C:2]([O:1][CH:16]3[CH2:12][CH2:13][N:14]([C:17]([O:19][C:20]([CH3:23])([CH3:22])[CH3:21])=[O:18])[CH2:15]3)[CH:10]=[CH:9][CH:8]=2)[CH:4]=[CH:5]1. The catalyst class is: 1.